Dataset: Full USPTO retrosynthesis dataset with 1.9M reactions from patents (1976-2016). Task: Predict the reactants needed to synthesize the given product. (1) Given the product [F:1][C:2]([F:29])([C:15]1[CH:16]=[C:17]2[C:22]([C:21]([CH3:26])([CH3:25])[CH2:20][CH2:19][C:18]2([CH3:27])[CH3:28])=[CH:23][CH:24]=1)[C:3]([NH:5][C:6]1[CH:7]=[CH:8][C:9]([C:10]([NH:31][OH:32])=[O:11])=[CH:13][CH:14]=1)=[O:33], predict the reactants needed to synthesize it. The reactants are: [F:1][C:2]([F:29])([C:15]1[CH:16]=[C:17]2[C:22](=[CH:23][CH:24]=1)[C:21]([CH3:26])([CH3:25])[CH2:20][CH2:19][C:18]2([CH3:28])[CH3:27])[C:3]([NH:5][C:6]1[CH:14]=[CH:13][C:9]([C:10](O)=[O:11])=[CH:8][CH:7]=1)=O.Cl.[NH2:31][OH:32].[OH2:33].CCN(CC)CC. (2) Given the product [Br:1][C:2]1[CH:3]=[CH:4][C:5]([F:19])=[C:6]([CH:7]=1)[CH2:8][C:9]1[S:10][C:11]2[CH:17]=[CH:16][CH:15]=[CH:14][C:12]=2[CH:13]=1, predict the reactants needed to synthesize it. The reactants are: [Br:1][C:2]1[CH:3]=[CH:4][C:5]([F:19])=[C:6]([CH:8](Cl)[C:9]2[S:10][C:11]3[CH:17]=[CH:16][CH:15]=[CH:14][C:12]=3[CH:13]=2)[CH:7]=1.[BH4-].[Na+].[OH-].[Na+].Cl. (3) Given the product [C:24]([C:8]1[CH:7]=[CH:6][N:5]2[C:17]([CH3:18])=[C:2]([CH3:1])[N:3]=[C:4]2[C:9]=1[NH:10][C:11](=[O:16])[C:12]([CH3:14])([CH3:15])[CH3:13])(=[O:26])[CH3:25], predict the reactants needed to synthesize it. The reactants are: [CH3:1][C:2]1[N:3]=[C:4]2[C:9]([NH:10][C:11](=[O:16])[C:12]([CH3:15])([CH3:14])[CH3:13])=[CH:8][CH:7]=[CH:6][N:5]2[C:17]=1[CH3:18].C([Li])(C)(C)C.[C:24](Cl)(=[O:26])[CH3:25].CO. (4) Given the product [I:29][CH2:23][CH:20]1[CH2:21][CH2:22][C:9]2([O:8][C@@H:7]([C:1]3[CH:6]=[CH:5][CH:4]=[CH:3][CH:2]=3)[C@H:11]([C:12]3[CH:17]=[CH:16][CH:15]=[CH:14][CH:13]=3)[O:10]2)[CH2:18][CH2:19]1, predict the reactants needed to synthesize it. The reactants are: [C:1]1([C@H:7]2[C@H:11]([C:12]3[CH:17]=[CH:16][CH:15]=[CH:14][CH:13]=3)[O:10][C:9]3([CH2:22][CH2:21][CH:20]([CH2:23]S(OC)(=O)=O)[CH2:19][CH2:18]3)[O:8]2)[CH:6]=[CH:5][CH:4]=[CH:3][CH:2]=1.[I-:29].[Na+].O.C(OCC)(=O)C. (5) Given the product [C:24]([C:23]1[C:15]([S:14][C:5]2[N:4]([CH2:3][CH2:2][NH:1][CH2:28][C:29]([CH3:32])([CH3:31])[CH3:30])[C:12]3[CH:11]=[CH:10][N:9]=[C:8]([NH2:13])[C:7]=3[N:6]=2)=[CH:16][C:17]2[O:21][CH2:20][O:19][C:18]=2[CH:22]=1)([CH3:27])([CH3:26])[CH3:25], predict the reactants needed to synthesize it. The reactants are: [NH2:1][CH2:2][CH2:3][N:4]1[C:12]2[CH:11]=[CH:10][N:9]=[C:8]([NH2:13])[C:7]=2[N:6]=[C:5]1[S:14][C:15]1[C:23]([C:24]([CH3:27])([CH3:26])[CH3:25])=[CH:22][C:18]2[O:19][CH2:20][O:21][C:17]=2[CH:16]=1.[CH:28](=O)[C:29]([CH3:32])([CH3:31])[CH3:30].[BH3-]C#N.[Na+].COC1C(SC2N(CCNCC(C)(C)C)C3C=CN=C(N)C=3N=2)=CC2OCOC=2C=1. (6) Given the product [Cl:6][CH:3]=[CH:2][C:1]1[NH:15][C:12]2[CH:13]=[CH:14][CH:9]=[CH:10][C:11]=2[N:16]=1, predict the reactants needed to synthesize it. The reactants are: [C:1](O)(=O)[C:2]#[CH:3].[ClH:6].Cl.Br[C:9]1[CH:10]=[C:11]([NH2:16])[C:12]([NH2:15])=[CH:13][CH:14]=1. (7) Given the product [NH:10]1[C:11]2=[N:12][CH:13]=[CH:14][CH:15]=[C:16]2[C:8]([C:6]2[N:7]=[C:2]([NH:26][CH2:25][C:24]([CH3:27])([NH2:28])[CH3:23])[CH:3]=[CH:4][CH:5]=2)=[N:9]1, predict the reactants needed to synthesize it. The reactants are: Br[C:2]1[N:7]=[C:6]([C:8]2[C:16]3[C:11](=[N:12][CH:13]=[CH:14][CH:15]=3)[NH:10][N:9]=2)[CH:5]=[CH:4][CH:3]=1.C(=O)([O-])[O-].[K+].[K+].[CH3:23][C:24]([NH2:28])([CH3:27])[CH2:25][NH2:26]. (8) Given the product [OH:1][C:2]([CH3:34])([CH3:35])[CH2:3][C@@:4]1([C:28]2[CH:33]=[CH:32][CH:31]=[CH:30][CH:29]=2)[O:9][C:8](=[O:10])[N:7]([C@H:11]([C:13]2[CH:14]=[CH:15][C:16]([C:37]3[CH:38]=[CH:39][C:40]4[N:41]([N:43]=[C:44]([CH3:46])[N:45]=4)[CH:42]=3)=[CH:17][CH:18]=2)[CH3:12])[CH2:6][CH2:5]1, predict the reactants needed to synthesize it. The reactants are: [OH:1][C:2]([CH3:35])([CH3:34])[CH2:3][C@@:4]1([C:28]2[CH:33]=[CH:32][CH:31]=[CH:30][CH:29]=2)[O:9][C:8](=[O:10])[N:7]([C@H:11]([C:13]2[CH:18]=[CH:17][C:16](B3OC(C)(C)C(C)(C)O3)=[CH:15][CH:14]=2)[CH3:12])[CH2:6][CH2:5]1.Br[C:37]1[CH:38]=[CH:39][C:40]2[N:41]([N:43]=[C:44]([CH3:46])[N:45]=2)[CH:42]=1. (9) Given the product [Br:1][C:3]1[CH2:7][CH:6]([C:8]([O:10][CH2:11][CH3:12])=[O:9])[N:5]([C:13]2[C:18]([Cl:19])=[CH:17][CH:16]=[CH:15][N:14]=2)[N:4]=1, predict the reactants needed to synthesize it. The reactants are: [BrH:1].Cl[C:3]1[CH2:7][CH:6]([C:8]([O:10][CH2:11][CH3:12])=[O:9])[N:5]([C:13]2[C:18]([Cl:19])=[CH:17][CH:16]=[CH:15][N:14]=2)[N:4]=1.